Task: Regression. Given two drug SMILES strings and cell line genomic features, predict the synergy score measuring deviation from expected non-interaction effect.. Dataset: NCI-60 drug combinations with 297,098 pairs across 59 cell lines (1) Drug 1: CC1=CC=C(C=C1)C2=CC(=NN2C3=CC=C(C=C3)S(=O)(=O)N)C(F)(F)F. Drug 2: C1=NC2=C(N=C(N=C2N1C3C(C(C(O3)CO)O)F)Cl)N. Cell line: SK-OV-3. Synergy scores: CSS=9.68, Synergy_ZIP=-5.73, Synergy_Bliss=0.479, Synergy_Loewe=-19.9, Synergy_HSA=0.447. (2) Drug 1: C(CCl)NC(=O)N(CCCl)N=O. Drug 2: CC1CCCC2(C(O2)CC(NC(=O)CC(C(C(=O)C(C1O)C)(C)C)O)C(=CC3=CSC(=N3)C)C)C. Cell line: SK-OV-3. Synergy scores: CSS=31.6, Synergy_ZIP=1.30, Synergy_Bliss=-0.300, Synergy_Loewe=-34.4, Synergy_HSA=-1.13. (3) Drug 1: CCCS(=O)(=O)NC1=C(C(=C(C=C1)F)C(=O)C2=CNC3=C2C=C(C=N3)C4=CC=C(C=C4)Cl)F. Drug 2: C1CCC(CC1)NC(=O)N(CCCl)N=O. Cell line: SW-620. Synergy scores: CSS=20.0, Synergy_ZIP=10.9, Synergy_Bliss=4.82, Synergy_Loewe=-16.3, Synergy_HSA=-10.8. (4) Drug 1: CC1=CC2C(CCC3(C2CCC3(C(=O)C)OC(=O)C)C)C4(C1=CC(=O)CC4)C. Drug 2: C1=CN(C=N1)CC(O)(P(=O)(O)O)P(=O)(O)O. Cell line: RXF 393. Synergy scores: CSS=5.03, Synergy_ZIP=-2.12, Synergy_Bliss=-0.535, Synergy_Loewe=-8.72, Synergy_HSA=-4.50. (5) Drug 1: CC12CCC3C(C1CCC2O)C(CC4=C3C=CC(=C4)O)CCCCCCCCCS(=O)CCCC(C(F)(F)F)(F)F. Drug 2: C1=NC2=C(N1)C(=S)N=CN2. Cell line: OVCAR3. Synergy scores: CSS=36.4, Synergy_ZIP=2.52, Synergy_Bliss=2.66, Synergy_Loewe=-25.2, Synergy_HSA=-0.139.